Dataset: NCI-60 drug combinations with 297,098 pairs across 59 cell lines. Task: Regression. Given two drug SMILES strings and cell line genomic features, predict the synergy score measuring deviation from expected non-interaction effect. (1) Drug 1: COC1=C(C=C2C(=C1)N=CN=C2NC3=CC(=C(C=C3)F)Cl)OCCCN4CCOCC4. Drug 2: C1=NNC2=C1C(=O)NC=N2. Cell line: HL-60(TB). Synergy scores: CSS=25.6, Synergy_ZIP=5.09, Synergy_Bliss=13.6, Synergy_Loewe=-10.9, Synergy_HSA=8.48. (2) Drug 1: C1CN1P(=S)(N2CC2)N3CC3. Drug 2: CC(C)(C#N)C1=CC(=CC(=C1)CN2C=NC=N2)C(C)(C)C#N. Cell line: DU-145. Synergy scores: CSS=20.9, Synergy_ZIP=-3.94, Synergy_Bliss=-3.36, Synergy_Loewe=-5.06, Synergy_HSA=-5.56.